This data is from Full USPTO retrosynthesis dataset with 1.9M reactions from patents (1976-2016). The task is: Predict the reactants needed to synthesize the given product. Given the product [CH2:25]([O:24][C:22](=[O:23])[CH2:21][O:11][C:5]1[CH:4]=[C:3]([O:12][CH3:13])[C:2]([Cl:1])=[CH:7][C:6]=1[C:8](=[O:10])[CH3:9])[CH3:26], predict the reactants needed to synthesize it. The reactants are: [Cl:1][C:2]1[C:3]([O:12][CH3:13])=[CH:4][C:5]([OH:11])=[C:6]([C:8](=[O:10])[CH3:9])[CH:7]=1.C([O-])([O-])=O.[Cs+].[Cs+].Br[CH2:21][C:22]([O:24][CH2:25][CH3:26])=[O:23].